Dataset: Full USPTO retrosynthesis dataset with 1.9M reactions from patents (1976-2016). Task: Predict the reactants needed to synthesize the given product. (1) Given the product [NH2:10][C:8]1[N:9]=[C:4]([CH2:3][C:2]([N:18]2[CH2:19][CH2:20][N:21]([C:24]3[CH:25]=[CH:26][C:27]([NH:30][C:31]([C:33]4[CH2:38][CH2:37][CH2:36][CH2:35][C:34]=4[C:39]4[CH:40]=[CH:41][C:42]([C:45]([F:46])([F:48])[F:47])=[CH:43][CH:44]=4)=[O:32])=[CH:28][CH:29]=3)[CH2:22][CH2:23]2)=[O:1])[CH:5]=[CH:6][CH:7]=1, predict the reactants needed to synthesize it. The reactants are: [O:1]=[C:2]([N:18]1[CH2:23][CH2:22][N:21]([C:24]2[CH:29]=[CH:28][C:27]([NH:30][C:31]([C:33]3[CH2:38][CH2:37][CH2:36][CH2:35][C:34]=3[C:39]3[CH:44]=[CH:43][C:42]([C:45]([F:48])([F:47])[F:46])=[CH:41][CH:40]=3)=[O:32])=[CH:26][CH:25]=2)[CH2:20][CH2:19]1)[CH2:3][C:4]1[N:9]=[C:8]([NH:10]C(=O)OC(C)(C)C)[CH:7]=[CH:6][CH:5]=1.FC(F)(F)C(O)=O. (2) The reactants are: Br[CH2:2][CH2:3][O:4][C:5]1[CH:6]=[C:7]([CH:24]=[CH:25][C:26]=1[CH2:27][S:28]([CH3:31])(=[O:30])=[O:29])[C:8]([NH:10][C:11]1[CH:16]=[CH:15][C:14]([Cl:17])=[C:13]([C:18]2[CH:23]=[CH:22][CH:21]=[CH:20][N:19]=2)[CH:12]=1)=[O:9].C(=O)([O-])[O-].[K+].[K+].[N:38]1(C(OC(C)(C)C)=O)[CH2:43][CH2:42][NH:41][CH2:40][CH2:39]1. Given the product [Cl:17][C:14]1[CH:15]=[CH:16][C:11]([NH:10][C:8](=[O:9])[C:7]2[CH:24]=[CH:25][C:26]([CH2:27][S:28]([CH3:31])(=[O:30])=[O:29])=[C:5]([O:4][CH2:3][CH2:2][N:38]3[CH2:43][CH2:42][NH:41][CH2:40][CH2:39]3)[CH:6]=2)=[CH:12][C:13]=1[C:18]1[CH:23]=[CH:22][CH:21]=[CH:20][N:19]=1, predict the reactants needed to synthesize it. (3) Given the product [C:1]([C:5]1[S:6][C:7]2[CH:13]=[C:12]([NH:14][CH2:15][CH2:16][CH2:17][CH3:18])[CH:11]=[CH:10][C:8]=2[N:9]=1)#[N:2], predict the reactants needed to synthesize it. The reactants are: [C-:1]#[N:2].[K+].Cl[C:5]1[S:6][C:7]2[CH:13]=[C:12]([NH:14][CH2:15][CH2:16][CH2:17][CH3:18])[CH:11]=[CH:10][C:8]=2[N:9]=1.P([O-])([O-])([O-])=O.[K+].[K+].[K+]. (4) Given the product [CH3:13][O:12][C:11]1[CH:10]=[CH:9][C:8]2[NH:7][C:6](=[O:14])[C:5]3[S:15][CH:16]=[CH:17][C:4]=3[C:3]=2[C:2]=1/[CH:26]=[CH:27]/[CH2:28][N:29]1[CH2:30][CH2:31][CH:32]([NH:35][C:36](=[O:42])[O:37][C:38]([CH3:41])([CH3:40])[CH3:39])[CH2:33][CH2:34]1, predict the reactants needed to synthesize it. The reactants are: Br[C:2]1[C:3]2[C:4]3[CH:17]=[CH:16][S:15][C:5]=3[C:6](=[O:14])[NH:7][C:8]=2[CH:9]=[CH:10][C:11]=1[O:12][CH3:13].CC1(C)C(C)(C)OB(/[CH:26]=[CH:27]/[CH2:28][N:29]2[CH2:34][CH2:33][CH:32]([NH:35][C:36](=[O:42])[O:37][C:38]([CH3:41])([CH3:40])[CH3:39])[CH2:31][CH2:30]2)O1. (5) Given the product [CH3:1][O:2][C:3](=[O:13])[C:4]1[CH:5]=[C:6]([F:12])[C:7]([NH2:11])=[C:8]([C:14]#[C:15][CH2:16][CH3:17])[CH:9]=1, predict the reactants needed to synthesize it. The reactants are: [CH3:1][O:2][C:3](=[O:13])[C:4]1[CH:9]=[C:8](I)[C:7]([NH2:11])=[C:6]([F:12])[CH:5]=1.[CH:14]#[C:15][CH2:16][CH3:17]. (6) Given the product [O:37]1[CH2:36][CH2:35][N:34]([C:10]2[C:11]3[S:16][C:15]([CH2:17][N:18]4[CH2:19][CH2:20][N:21]([C:24](=[O:33])[CH2:25][O:26][CH:27]5[CH2:32][CH2:31][CH2:30][CH2:29][O:28]5)[CH2:22][CH2:23]4)=[CH:14][C:12]=3[N:13]=[C:8]([C:5]3[CH:4]=[CH:3][C:2]([NH:1][C:40](=[O:42])[CH3:41])=[N:7][CH:6]=3)[N:9]=2)[CH2:39][CH2:38]1, predict the reactants needed to synthesize it. The reactants are: [NH2:1][C:2]1[N:7]=[CH:6][C:5]([C:8]2[N:9]=[C:10]([N:34]3[CH2:39][CH2:38][O:37][CH2:36][CH2:35]3)[C:11]3[S:16][C:15]([CH2:17][N:18]4[CH2:23][CH2:22][N:21]([C:24](=[O:33])[CH2:25][O:26][CH:27]5[CH2:32][CH2:31][CH2:30][CH2:29][O:28]5)[CH2:20][CH2:19]4)=[CH:14][C:12]=3[N:13]=2)=[CH:4][CH:3]=1.[C:40](OC(=O)C)(=[O:42])[CH3:41]. (7) Given the product [C:22]([O:26][C:27](=[O:28])[NH:29][C@H:30]([C:31](=[O:32])[NH:21][C:16]1[C:15]([NH:14][C:8]2[CH:9]=[CH:10][CH:11]=[CH:12][CH:13]=2)=[CH:20][CH:19]=[CH:18][N:17]=1)[CH3:34])([CH3:23])([CH3:24])[CH3:25], predict the reactants needed to synthesize it. The reactants are: C(N(CC)CC)C.[C:8]1([NH:14][C:15]2[C:16]([NH2:21])=[N:17][CH:18]=[CH:19][CH:20]=2)[CH:13]=[CH:12][CH:11]=[CH:10][CH:9]=1.[C:22]([O:26][C:27]([NH:29][C@@H:30]([CH3:34])[C:31](O)=[O:32])=[O:28])([CH3:25])([CH3:24])[CH3:23].C1C=NC2N(O)N=NC=2C=1.Cl.CN(C)CCCN=C=NCC. (8) Given the product [CH3:19][C:17]1[N:18]=[C:14]([NH:13][C:9]2[CH:8]=[C:7]([O:6][C:5]3[CH:4]=[C:3]([OH:2])[CH:22]=[CH:21][CH:20]=3)[CH:12]=[CH:11][N:10]=2)[S:15][CH:16]=1, predict the reactants needed to synthesize it. The reactants are: C[O:2][C:3]1[CH:4]=[C:5]([CH:20]=[CH:21][CH:22]=1)[O:6][C:7]1[CH:12]=[CH:11][N:10]=[C:9]([NH:13][C:14]2[S:15][CH:16]=[C:17]([CH3:19])[N:18]=2)[CH:8]=1.BrB(Br)Br.CC(=CC)C.C([O-])(O)=O.[Na+]. (9) Given the product [CH:2]([C:7]1[CH:14]=[CH:13][C:10]([C:11]#[N:12])=[CH:9][C:8]=1[S:15]([CH:18]([CH3:20])[CH3:19])(=[O:17])=[O:16])=[O:1], predict the reactants needed to synthesize it. The reactants are: [O:1]1CCCO[CH:2]1[C:7]1[CH:14]=[CH:13][C:10]([C:11]#[N:12])=[CH:9][C:8]=1[S:15]([CH:18]([CH3:20])[CH3:19])(=[O:17])=[O:16].C1(C)C=CC(S([O-])(=O)=O)=CC=1.[NH+]1C=CC=CC=1.O.